From a dataset of Full USPTO retrosynthesis dataset with 1.9M reactions from patents (1976-2016). Predict the reactants needed to synthesize the given product. (1) Given the product [CH3:37][O:39][C:40](=[O:43])[CH2:41][NH:42][CH2:34][CH2:33][O:32][C:30]1[CH:29]=[CH:28][C:25]2[N:26]3[CH:27]=[C:20]([C:17]4[CH:18]=[CH:19][C:14]([NH:13][C:11]([NH:10][C:7]5[CH:6]=[C:5]([C:1]([CH3:4])([CH3:3])[CH3:2])[O:9][N:8]=5)=[O:12])=[CH:15][CH:16]=4)[N:21]=[C:22]3[S:23][C:24]=2[CH:31]=1, predict the reactants needed to synthesize it. The reactants are: [C:1]([C:5]1[O:9][N:8]=[C:7]([NH:10][C:11]([NH:13][C:14]2[CH:19]=[CH:18][C:17]([C:20]3[N:21]=[C:22]4[N:26]([CH:27]=3)[C:25]3[CH:28]=[CH:29][C:30]([O:32][CH2:33][CH2:34]Cl)=[CH:31][C:24]=3[S:23]4)=[CH:16][CH:15]=2)=[O:12])[CH:6]=1)([CH3:4])([CH3:3])[CH3:2].Cl.[CH2:37]([O:39][C:40](=[O:43])[CH2:41][NH2:42])C.C(=O)([O-])[O-].[K+].[K+]. (2) Given the product [CH:25]([NH:1][C:2]1[CH:11]=[CH:10][C:5]([C:6]([O:8][CH3:9])=[O:7])=[CH:4][C:3]=1[CH3:12])=[O:26], predict the reactants needed to synthesize it. The reactants are: [NH2:1][C:2]1[CH:11]=[CH:10][C:5]([C:6]([O:8][CH3:9])=[O:7])=[CH:4][C:3]=1[CH3:12].Cl.C(N=C=NCCCN(C)C)C.[C:25](=O)([O-])[OH:26].[Na+].[OH-].[Na+]. (3) Given the product [Cl:1][C:2]1[CH:3]=[C:4]([CH:8]2[CH2:11][C:10]3([CH2:12][CH2:13][NH:14][CH2:15][CH2:16]3)[CH2:9]2)[CH:5]=[CH:6][CH:7]=1, predict the reactants needed to synthesize it. The reactants are: [Cl:1][C:2]1[CH:3]=[C:4]([C:8]2(O)[CH2:11][C:10]3([CH2:16][CH2:15][N:14](C(OC(C)(C)C)=O)[CH2:13][CH2:12]3)[CH2:9]2)[CH:5]=[CH:6][CH:7]=1.C([SiH](CC)CC)C.FC(F)(F)C(O)=O. (4) Given the product [Br:1][C:2]1[CH:3]=[C:4]2[C:9](=[CH:10][CH:11]=1)[N:8]=[CH:7][CH:6]=[C:5]2[C:16]1[CH:17]=[CH:18][N:13]=[CH:14][CH:15]=1, predict the reactants needed to synthesize it. The reactants are: [Br:1][C:2]1[CH:3]=[C:4]2[C:9](=[CH:10][CH:11]=1)[N:8]=[CH:7][CH:6]=[C:5]2I.[N:13]1[CH:18]=[CH:17][C:16](B(O)O)=[CH:15][CH:14]=1.C(=O)([O-])[O-].[K+].[K+].